Dataset: CYP3A4 inhibition data for predicting drug metabolism from PubChem BioAssay. Task: Regression/Classification. Given a drug SMILES string, predict its absorption, distribution, metabolism, or excretion properties. Task type varies by dataset: regression for continuous measurements (e.g., permeability, clearance, half-life) or binary classification for categorical outcomes (e.g., BBB penetration, CYP inhibition). Dataset: cyp3a4_veith. (1) The compound is c1ccc(-c2csc(N3CCc4ccccc4C3)n2)cc1. The result is 0 (non-inhibitor). (2) The molecule is Cc1cc(C)cc(C(=O)OC2C[C@@H]3CC[C@H](C2)N3C)c1. The result is 0 (non-inhibitor).